This data is from Forward reaction prediction with 1.9M reactions from USPTO patents (1976-2016). The task is: Predict the product of the given reaction. (1) Given the reactants [CH:1]1([CH2:6][CH2:7][NH:8][C:9]([C:11]2[CH:12]=[CH:13][C:14]([CH3:20])=[C:15]([CH:19]=2)[C:16]([OH:18])=O)=[O:10])[CH2:5][CH2:4][CH2:3][CH2:2]1.CCN(C(C)C)C(C)C.C1C=CC2N(O)N=NC=2C=1.Cl.CN(C)CCCN=C=NCC.[NH2:52][C:53]1[CH:58]=[CH:57][C:56]([NH2:59])=[CH:55][N:54]=1, predict the reaction product. The product is: [NH2:52][C:53]1[N:54]=[CH:55][C:56]([NH:59][C:16](=[O:18])[C:15]2[CH:19]=[C:11]([CH:12]=[CH:13][C:14]=2[CH3:20])[C:9]([NH:8][CH2:7][CH2:6][CH:1]2[CH2:2][CH2:3][CH2:4][CH2:5]2)=[O:10])=[CH:57][CH:58]=1. (2) Given the reactants [C:1]([CH2:3][NH:4][C:5](=[O:35])[C@@H:6]([O:11][C@@H:12]([C:19]1[CH:24]=[CH:23][C:22]([CH:25]2[CH2:30][CH2:29][CH2:28][N:27]([CH2:31][CH2:32][O:33][CH3:34])[CH2:26]2)=[CH:21][CH:20]=1)[C:13]1[CH:18]=[CH:17][CH:16]=[CH:15][CH:14]=1)[CH2:7][CH:8]([CH3:10])[CH3:9])#[N:2].ClC1C=C(C=CC=1)C(OO)=[O:41].C([O-])(O)=O.[Na+], predict the reaction product. The product is: [C:1]([CH2:3][NH:4][C:5](=[O:35])[C@@H:6]([O:11][C@@H:12]([C:19]1[CH:24]=[CH:23][C:22]([CH:25]2[CH2:30][CH2:29][CH2:28][N+:27]([CH2:31][CH2:32][O:33][CH3:34])([O-:41])[CH2:26]2)=[CH:21][CH:20]=1)[C:13]1[CH:18]=[CH:17][CH:16]=[CH:15][CH:14]=1)[CH2:7][CH:8]([CH3:10])[CH3:9])#[N:2].